Dataset: Full USPTO retrosynthesis dataset with 1.9M reactions from patents (1976-2016). Task: Predict the reactants needed to synthesize the given product. (1) Given the product [CH3:1][O:2][C:3]1[CH:10]=[C:9]([O:11][CH3:12])[CH:8]=[CH:7][C:4]=1[CH2:5][NH:6][C:31]([C:18]1([CH2:17][CH2:16][CH2:15][CH2:14][Br:13])[C:30]2[CH:29]=[CH:28][CH:27]=[CH:26][C:25]=2[C:24]2[C:19]1=[CH:20][CH:21]=[CH:22][CH:23]=2)=[O:32], predict the reactants needed to synthesize it. The reactants are: [CH3:1][O:2][C:3]1[CH:10]=[C:9]([O:11][CH3:12])[CH:8]=[CH:7][C:4]=1[CH2:5][NH2:6].[Br:13][CH2:14][CH2:15][CH2:16][CH2:17][C:18]1([C:31](Cl)=[O:32])[C:30]2[CH:29]=[CH:28][CH:27]=[CH:26][C:25]=2[C:24]2[C:19]1=[CH:20][CH:21]=[CH:22][CH:23]=2. (2) Given the product [CH3:1][O:2][C:3]1[CH:4]=[C:5]2[C:10](=[CH:11][C:12]=1[C:34]1[N:39]=[N:38][C:37]([N:40]([CH3:51])[CH:41]3[CH2:46][C:45]([CH3:47])([CH3:48])[NH:44][C:43]([CH3:50])([CH3:49])[CH2:42]3)=[CH:36][CH:35]=1)[C:9]([NH2:22])=[N:8][CH:7]=[CH:6]2, predict the reactants needed to synthesize it. The reactants are: [CH3:1][O:2][C:3]1[CH:4]=[C:5]2[C:10](=[CH:11][C:12]=1B1OC(C)(C)C(C)(C)O1)[C:9]([N:22]1C(=O)C3C(=CC=CC=3)C1=O)=[N:8][CH:7]=[CH:6]2.Cl[C:34]1[N:39]=[N:38][C:37]([N:40]([CH3:51])[CH:41]2[CH2:46][C:45]([CH3:48])([CH3:47])[NH:44][C:43]([CH3:50])([CH3:49])[CH2:42]2)=[CH:36][CH:35]=1.C([O-])(=O)C.[K+].NN.